This data is from Rat liver microsome stability data. The task is: Regression/Classification. Given a drug SMILES string, predict its absorption, distribution, metabolism, or excretion properties. Task type varies by dataset: regression for continuous measurements (e.g., permeability, clearance, half-life) or binary classification for categorical outcomes (e.g., BBB penetration, CYP inhibition). Dataset: rlm. (1) The molecule is O=C(N[C@@H](Cc1c[nH]c2ccccc12)C(=O)Nc1ccncc1)c1ccccc1Cl. The result is 1 (stable in rat liver microsomes). (2) The molecule is Cc1cnc2c(C(F)(F)F)cccc2c1-c1cccc(Oc2cccc(CO)c2)c1. The result is 0 (unstable in rat liver microsomes). (3) The molecule is N#Cc1ccc(NC(=O)c2ccc(C3(C(F)(F)F)CC3)cc2)cn1. The result is 0 (unstable in rat liver microsomes). (4) The drug is COc1ccc(-n2nc(C3CCN(S(=O)(=O)c4cccc(C(F)(F)F)c4)CC3)nc2O)cc1. The result is 1 (stable in rat liver microsomes).